This data is from Reaction yield outcomes from USPTO patents with 853,638 reactions. The task is: Predict the reaction yield, written as a fraction of the theoretical maximum amount of product (1.0 means a 100% yield; for example, 0.34 means a 34% yield). The reactants are C(N(CC=C)CC(O)=O)(O[C:4](C)([CH3:6])[CH3:5])=O.[C:16](=[O:19])([O-])[O-:17].[Na+].[Na+].C(O[C:25]([N:27]1[C:31](=[O:32])[C:30]2=[CH:33][CH:34]=[CH:35][CH:36]=[C:29]2[C:28]1=[O:37])=O)C. The catalyst is O. The product is [O:32]=[C:31]1[C:30]2[C:29](=[CH:36][CH:35]=[CH:34][CH:33]=2)[C:28](=[O:37])[N:27]1[CH:25]([CH2:6][CH:4]=[CH2:5])[C:16]([OH:17])=[O:19]. The yield is 0.350.